Dataset: Full USPTO retrosynthesis dataset with 1.9M reactions from patents (1976-2016). Task: Predict the reactants needed to synthesize the given product. (1) Given the product [CH3:39][O:38][C:36](=[O:37])[C:35]1[CH:40]=[C:31]([O:29][C:26]2[CH:25]=[CH:24][C:23]([C:20]3[CH:21]=[CH:22][C:17]([CH2:16][C:11]4[N:12]([CH2:14][CH3:15])[CH:13]=[C:9]([C:3]5[CH:4]=[CH:5][C:6]([Cl:8])=[CH:7][C:2]=5[Cl:1])[N:10]=4)=[CH:18][CH:19]=3)=[CH:28][CH:27]=2)[CH:32]=[CH:33][C:34]=1[C:41]([F:42])([F:44])[F:43], predict the reactants needed to synthesize it. The reactants are: [Cl:1][C:2]1[CH:7]=[C:6]([Cl:8])[CH:5]=[CH:4][C:3]=1[C:9]1[N:10]=[C:11]([CH2:16][C:17]2[CH:22]=[CH:21][C:20]([C:23]3[CH:28]=[CH:27][C:26]([OH:29])=[CH:25][CH:24]=3)=[CH:19][CH:18]=2)[N:12]([CH2:14][CH3:15])[CH:13]=1.F[C:31]1[CH:32]=[CH:33][C:34]([C:41]([F:44])([F:43])[F:42])=[C:35]([CH:40]=1)[C:36]([O:38][CH3:39])=[O:37]. (2) Given the product [CH2:1]([N:5]1[C:9]2=[N:10][CH:11]=[CH:12][CH:13]=[C:8]2[C:7]([CH:13]2[CH2:12][CH2:11][N:10]([CH2:33][CH2:32][O:31][C:24]3[CH:25]=[C:26]([O:29][CH3:30])[CH:27]=[CH:28][C:23]=3[C:22]([OH:21])=[O:35])[CH2:9][CH2:8]2)=[CH:6]1)[CH2:2][CH2:3][CH3:4], predict the reactants needed to synthesize it. The reactants are: [CH2:1]([N:5]1[C:9]2=[N:10][CH:11]=[CH:12][CH:13]=[C:8]2[C:7](N2CCCCC2)=[CH:6]1)[CH2:2][CH2:3][CH3:4].C[O:21][C:22](=[O:35])[C:23]1[CH:28]=[CH:27][C:26]([O:29][CH3:30])=[CH:25][C:24]=1[O:31][CH2:32][CH2:33]Cl. (3) The reactants are: [I:1][C:2]1[CH:7]=[CH:6][C:5]([CH2:8][N:9]2[CH:13]=[CH:12][C:11]([N:14]3C(=O)C4C(=CC=CC=4)C3=O)=[N:10]2)=[C:4]([C:25]([F:28])([F:27])[F:26])[CH:3]=1.O.NN. Given the product [I:1][C:2]1[CH:7]=[CH:6][C:5]([CH2:8][N:9]2[CH:13]=[CH:12][C:11]([NH2:14])=[N:10]2)=[C:4]([C:25]([F:26])([F:28])[F:27])[CH:3]=1, predict the reactants needed to synthesize it. (4) Given the product [NH2:1][C:2]1[N:7]([CH2:49][CH2:22][O:25][CH2:40][C:41]2[CH:42]=[CH:43][CH:44]=[CH:45][CH:46]=2)[C:6](=[O:8])[CH:5]=[C:4]([CH2:9][CH2:10][C:11]2[CH:16]=[CH:15][CH:14]=[C:13]([C:17]3[O:18][CH:19]=[CH:20][CH:21]=3)[CH:12]=2)[N:3]=1, predict the reactants needed to synthesize it. The reactants are: [NH2:1][C:2]1[NH:7][C:6](=[O:8])[CH:5]=[C:4]([CH2:9][CH2:10][C:11]2[CH:16]=[CH:15][CH:14]=[C:13]([C:17]3[O:18][CH:19]=[CH:20][CH:21]=3)[CH:12]=2)[N:3]=1.[C:22]([O-:25])([O-])=O.[K+].[K+].[CH2:40](C(Br)COCC(Br)[CH2:40][C:41]1[CH:46]=[CH:45][CH:44]=[CH:43][CH:42]=1)[C:41]1[CH:46]=[CH:45][CH:44]=[CH:43][CH:42]=1.[CH3:49]N(C=O)C.